This data is from Full USPTO retrosynthesis dataset with 1.9M reactions from patents (1976-2016). The task is: Predict the reactants needed to synthesize the given product. (1) Given the product [N:1]1([S:5]([C:8]2[CH:13]=[CH:12][C:11]([C:14]3[CH:15]=[C:16]4[N:22]=[C:21]([CH2:23][CH2:24][CH:25]5[NH:31][C:30](=[S:42])[CH2:29][CH2:28][CH2:27][CH2:26]5)[NH:20][C:17]4=[N:18][CH:19]=3)=[CH:10][CH:9]=2)(=[O:7])=[O:6])[CH2:4][CH2:3][CH2:2]1, predict the reactants needed to synthesize it. The reactants are: [N:1]1([S:5]([C:8]2[CH:13]=[CH:12][C:11]([C:14]3[CH:15]=[C:16]4[N:22]=[C:21]([CH2:23][CH2:24][CH:25]5[NH:31][C:30](=O)[CH2:29][CH2:28][CH2:27][CH2:26]5)[NH:20][C:17]4=[N:18][CH:19]=3)=[CH:10][CH:9]=2)(=[O:7])=[O:6])[CH2:4][CH2:3][CH2:2]1.COC1C=CC(P2(SP(C3C=CC(OC)=CC=3)(=S)S2)=[S:42])=CC=1. (2) Given the product [CH3:18][O:17][C:16]([NH:15][C@@H:12]1[CH:13]2[C:2](=[O:1])[CH2:3][C@H:4]([C:20]3[NH:21][C:22]([C:25]4[CH:30]=[CH:29][C:28]([C:41]5[CH:50]=[CH:49][C:48]6[C:43](=[CH:44][CH:45]=[C:46]([C:51]7[N:52]=[C:53]([C@@H:56]8[CH2:60][CH2:59][CH2:58][N:57]8[C:61]([O:63][C:64]([CH3:67])([CH3:66])[CH3:65])=[O:62])[NH:54][CH:55]=7)[CH:47]=6)[N:42]=5)=[CH:27][CH:26]=4)=[CH:23][N:24]=3)[CH2:5][N:6]3[C:14]2=[C:9]([CH:8]=[CH:7]3)[CH2:10][CH2:11]1)=[O:19], predict the reactants needed to synthesize it. The reactants are: [O:1]=[C:2]1[CH:13]2[C:14]3[N:6]([CH:7]=[CH:8][C:9]=3[CH2:10][CH2:11][C@@H:12]2[NH:15][C:16](=[O:19])[O:17][CH3:18])[CH2:5][C@@H:4]([C:20]2[NH:21][C:22]([C:25]3[CH:30]=[CH:29][C:28](B4OC(C)(C)C(C)(C)O4)=[CH:27][CH:26]=3)=[CH:23][N:24]=2)[CH2:3]1.Cl[C:41]1[CH:50]=[CH:49][C:48]2[C:43](=[CH:44][CH:45]=[C:46]([C:51]3[N:52]=[C:53]([C@@H:56]4[CH2:60][CH2:59][CH2:58][N:57]4[C:61]([O:63][C:64]([CH3:67])([CH3:66])[CH3:65])=[O:62])[NH:54][CH:55]=3)[CH:47]=2)[N:42]=1.C(=O)(O)[O-].[Na+].C1(C)C=CC=CC=1. (3) Given the product [ClH:27].[NH2:26][C:6]1[C:5]2=[N:4][N:3]([CH2:1][CH3:2])[C:15]([CH2:16][CH2:17][C:18]3[CH:19]=[CH:20][CH:21]=[CH:22][CH:23]=3)=[C:14]2[C:13]2[CH:12]=[CH:11][C:10]([OH:24])=[CH:9][C:8]=2[N:7]=1, predict the reactants needed to synthesize it. The reactants are: [CH2:1]([N:3]1[C:15]([CH2:16][CH2:17][C:18]2[CH:23]=[CH:22][CH:21]=[CH:20][CH:19]=2)=[C:14]2[C:5]([C:6]([NH2:26])=[N:7][C:8]3[CH:9]=[C:10]([O:24]C)[CH:11]=[CH:12][C:13]=32)=[N:4]1)[CH3:2].[Cl-:27].[NH+]1C=CC=CC=1. (4) Given the product [NH:10]1[C:11]2[C:16](=[CH:15][CH:14]=[CH:13][CH:12]=2)[CH:8]=[N:9]1, predict the reactants needed to synthesize it. The reactants are: C([C:8]1[C:16]2[C:11](=[CH:12][CH:13]=[CH:14][CH:15]=2)[NH:10][N:9]=1)C1C=CC=CC=1.CC(C)([O-])C.[K+]. (5) Given the product [CH2:15]([O:14][C:13](=[O:17])[CH2:10][C:9]([C:6]1[CH:7]=[CH:8][C:3]([O:2][CH3:1])=[C:4]([CH3:12])[CH:5]=1)=[O:11])[CH3:16], predict the reactants needed to synthesize it. The reactants are: [CH3:1][O:2][C:3]1[CH:8]=[CH:7][C:6]([C:9](=[O:11])[CH3:10])=[CH:5][C:4]=1[CH3:12].[C:13](=O)([O:17]CC)[O:14][CH2:15][CH3:16].C1OCCOC2C(=CC=CC=2)OCCOCCOC2C(=CC=CC=2)OC1.Cl. (6) Given the product [F:10][CH:9]([F:11])[O:8][C:5]1[CH:6]=[CH:7][C:2]([C:20]#[C:19][Si:16]([CH3:18])([CH3:17])[CH3:15])=[CH:3][C:4]=1[CH:12]([CH3:14])[CH3:13], predict the reactants needed to synthesize it. The reactants are: Br[C:2]1[CH:7]=[CH:6][C:5]([O:8][CH:9]([F:11])[F:10])=[C:4]([CH:12]([CH3:14])[CH3:13])[CH:3]=1.[CH3:15][Si:16]([C:19]#[CH:20])([CH3:18])[CH3:17]. (7) Given the product [Cl:20][C:11]1[N:12]=[N:13][CH:14]=[C:9]([C:4]2[C:3]([C:2]([F:17])([F:16])[F:1])=[CH:8][CH:7]=[CH:6][N:5]=2)[CH:10]=1, predict the reactants needed to synthesize it. The reactants are: [F:1][C:2]([F:17])([F:16])[C:3]1[C:4]([C:9]2[CH:14]=[N:13][NH:12][C:11](=O)[CH:10]=2)=[N:5][CH:6]=[CH:7][CH:8]=1.P(Cl)(Cl)([Cl:20])=O. (8) Given the product [CH3:27][N:21]1[C:20]([C:28]([NH2:30])=[O:29])=[C:19]([NH:18][C:7](=[O:9])[C:6]2[CH:10]=[CH:11][CH:12]=[CH:13][C:5]=2[O:4][CH2:1][CH2:2][CH3:3])[C:23]([CH2:24][CH2:25][CH3:26])=[N:22]1, predict the reactants needed to synthesize it. The reactants are: [CH2:1]([O:4][C:5]1[CH:13]=[CH:12][CH:11]=[CH:10][C:6]=1[C:7]([OH:9])=O)[CH2:2][CH3:3].S(Cl)(Cl)=O.[NH2:18][C:19]1[C:23]([CH2:24][CH2:25][CH3:26])=[N:22][N:21]([CH3:27])[C:20]=1[C:28]([NH2:30])=[O:29].C(N(CC)CC)C. (9) Given the product [NH2:43][C:40]1[N:41]=[CH:42][C:37]([C:2]2[N:3]=[C:4]([N:23]3[CH2:28][CH2:27][O:26][CH2:25][CH2:24]3)[C:5]3[S:10][C:9]([CH2:11][N:12]4[CH2:17][CH2:16][N:15]([C:18](=[O:22])[C@@H:19]([OH:21])[CH3:20])[CH2:14][CH2:13]4)=[CH:8][C:6]=3[N:7]=2)=[CH:38][CH:39]=1, predict the reactants needed to synthesize it. The reactants are: Cl[C:2]1[N:3]=[C:4]([N:23]2[CH2:28][CH2:27][O:26][CH2:25][CH2:24]2)[C:5]2[S:10][C:9]([CH2:11][N:12]3[CH2:17][CH2:16][N:15]([C:18](=[O:22])[C@@H:19]([OH:21])[CH3:20])[CH2:14][CH2:13]3)=[CH:8][C:6]=2[N:7]=1.CC1(C)C(C)(C)OB([C:37]2[CH:38]=[CH:39][C:40]([NH2:43])=[N:41][CH:42]=2)O1. (10) Given the product [CH3:15][C:16]1[CH:17]=[CH:18][C:19]([NH:22][C:23]([C:25]2[C:30]([CH3:31])=[C:29]([C:6]#[N:7])[CH:28]=[C:27]([CH3:33])[N:26]=2)=[O:24])=[N:20][CH:21]=1, predict the reactants needed to synthesize it. The reactants are: C(OC([C:6]1C=C(C#N)C=C(C)[N:7]=1)=O)C.[CH3:15][C:16]1[CH:17]=[CH:18][C:19]([NH:22][C:23]([C:25]2[C:30]([CH3:31])=[C:29](Br)[CH:28]=[C:27]([CH3:33])[N:26]=2)=[O:24])=[N:20][CH:21]=1.